This data is from Forward reaction prediction with 1.9M reactions from USPTO patents (1976-2016). The task is: Predict the product of the given reaction. (1) Given the reactants [O-]P([O-])([O-])=O.[K+].[K+].[K+].Cl[C:10]1[N:15]=[C:14]([NH:16][C@@H:17]([C:25]([CH3:28])([CH3:27])[CH3:26])/[CH:18]=[CH:19]/[C:20]([O:22][CH2:23][CH3:24])=[O:21])[C:13]([F:29])=[CH:12][N:11]=1.[F:30][C:31]1[CH:32]=[C:33]2[C:39](B3OC(C)(C)C(C)(C)O3)=[CH:38][N:37]([S:49]([C:52]3[CH:57]=[CH:56][C:55]([CH3:58])=[CH:54][CH:53]=3)(=[O:51])=[O:50])[C:34]2=[N:35][CH:36]=1, predict the reaction product. The product is: [F:29][C:13]1[C:14]([NH:16][C@@H:17]([C:25]([CH3:28])([CH3:27])[CH3:26])/[CH:18]=[CH:19]/[C:20]([O:22][CH2:23][CH3:24])=[O:21])=[N:15][C:10]([C:39]2[C:33]3[C:34](=[N:35][CH:36]=[C:31]([F:30])[CH:32]=3)[N:37]([S:49]([C:52]3[CH:57]=[CH:56][C:55]([CH3:58])=[CH:54][CH:53]=3)(=[O:50])=[O:51])[CH:38]=2)=[N:11][CH:12]=1. (2) Given the reactants [CH2:1]([C:4]1[N:8]([CH2:9][C:10]2[CH:11]=[N:12][C:13]([C:16]3[CH:21]=[CH:20][CH:19]=[CH:18][C:17]=3[C:22]3[NH:26][N:25]=[N:24][N:23]=3)=[CH:14][CH:15]=2)[N:7]=[C:6](C(O)=O)[CH:5]=1)[CH2:2][CH3:3].CN([C:33]([O:37]N1N=NC2C=CC=NC1=2)=[N+](C)C)C.F[P-](F)(F)(F)(F)F.CCN(C(C)C)C(C)C.CN(C=O)C.[NH2:68][C@H:69]([CH2:74][C:75]1[CH:80]=[CH:79][CH:78]=[CH:77][C:76]=1[C:81]([F:84])([F:83])[F:82])[CH2:70][C:71]([OH:73])=[O:72].Cl, predict the reaction product. The product is: [CH2:1]([C:4]1[N:8]([CH2:9][C:10]2[CH:11]=[N:12][C:13]([C:16]3[CH:21]=[CH:20][CH:19]=[CH:18][C:17]=3[C:22]3[NH:23][N:24]=[N:25][N:26]=3)=[CH:14][CH:15]=2)[N:7]=[C:6]([C:33]([NH:68][C@H:69]([CH2:74][C:75]2[CH:80]=[CH:79][CH:78]=[CH:77][C:76]=2[C:81]([F:82])([F:83])[F:84])[CH2:70][C:71]([OH:73])=[O:72])=[O:37])[CH:5]=1)[CH2:2][CH3:3]. (3) Given the reactants [OH:1][CH:2]([CH:15]([CH3:17])[CH3:16])[CH:3]([CH3:14])[C:4](=[O:13])[C:5]([CH3:12])([CH3:11])[CH:6]([O:9][CH3:10])[O:7][CH3:8].N1C(C)=CC=CC=1C.[Si:26](OS(C(F)(F)F)(=O)=O)([C:29]([CH3:32])([CH3:31])[CH3:30])([CH3:28])[CH3:27].[OH-].[Na+], predict the reaction product. The product is: [C:29]([Si:26]([CH3:28])([CH3:27])[O:1][CH:2]([CH:15]([CH3:17])[CH3:16])[CH:3]([CH3:14])[C:4](=[O:13])[C:5]([CH3:11])([CH3:12])[CH:6]([O:7][CH3:8])[O:9][CH3:10])([CH3:32])([CH3:31])[CH3:30]. (4) Given the reactants [CH2:1]([O:8][C:9]1[CH:10]=[C:11]([CH:15]([C:27]2[C:32]([Cl:33])=[N:31][CH:30]=[CH:29][N:28]=2)[N:16]2C(=O)C3C(=CC=CC=3)C2=O)[CH:12]=[CH:13][CH:14]=1)[C:2]1[CH:7]=[CH:6][CH:5]=[CH:4][CH:3]=1.C(Cl)Cl, predict the reaction product. The product is: [ClH:33].[CH2:1]([O:8][C:9]1[CH:10]=[C:11]([CH:15]([NH2:16])[C:27]2[C:32]([Cl:33])=[N:31][CH:30]=[CH:29][N:28]=2)[CH:12]=[CH:13][CH:14]=1)[C:2]1[CH:3]=[CH:4][CH:5]=[CH:6][CH:7]=1. (5) Given the reactants Cl.[CH3:2][NH:3][CH2:4][C@H:5]([C:14]1[CH:23]=[CH:22][C:21]2[C:16](=[CH:17][CH:18]=[CH:19][CH:20]=2)[CH:15]=1)[C@@H:6]([C:8]1[CH:13]=[CH:12][CH:11]=[CH:10][CH:9]=1)O.C([SiH](CC)CC)C.FC(F)(F)C(O)=O.CCO, predict the reaction product. The product is: [CH3:2][NH:3][CH2:4][C@H:5]([C:14]1[CH:23]=[CH:22][C:21]2[C:16](=[CH:17][CH:18]=[CH:19][CH:20]=2)[CH:15]=1)[CH2:6][C:8]1[CH:9]=[CH:10][CH:11]=[CH:12][CH:13]=1. (6) Given the reactants C[O:2][C:3](=[O:18])[C:4]1[CH:9]=[CH:8][CH:7]=[C:6]([CH2:10][CH2:11][C:12]2[CH:17]=[CH:16][CH:15]=[CH:14][CH:13]=2)[CH:5]=1.[OH-].[Na+].Cl, predict the reaction product. The product is: [CH2:10]([C:6]1[CH:5]=[C:4]([CH:9]=[CH:8][CH:7]=1)[C:3]([OH:18])=[O:2])[CH2:11][C:12]1[CH:13]=[CH:14][CH:15]=[CH:16][CH:17]=1. (7) The product is: [Br:1][C:2]1[C:7]([O:8][CH2:10][CH3:11])=[CH:6][CH:5]=[CH:4][N:3]=1. Given the reactants [Br:1][C:2]1[C:7]([OH:8])=[CH:6][CH:5]=[CH:4][N:3]=1.I[CH2:10][CH3:11].C([O-])([O-])=O.[K+].[K+], predict the reaction product.